Dataset: Reaction yield outcomes from USPTO patents with 853,638 reactions. Task: Predict the reaction yield, written as a fraction of the theoretical maximum amount of product (1.0 means a 100% yield; for example, 0.34 means a 34% yield). (1) The reactants are [CH2:1]([CH:3]1[CH2:7][C:6](=O)[CH2:5][CH:4]1[C:9]([O:11][CH2:12][CH3:13])=[O:10])[CH3:2].CC(O)=O.[CH2:18]([NH:25][CH2:26][C:27]1[CH:32]=[CH:31][CH:30]=[CH:29][CH:28]=1)[C:19]1[CH:24]=[CH:23][CH:22]=[CH:21][CH:20]=1.[BH-](OC(C)=O)(OC(C)=O)OC(C)=O.[Na+].C([O-])(O)=O.[Na+]. The catalyst is ClCCCl. The product is [CH2:26]([N:25]([CH2:18][C:19]1[CH:24]=[CH:23][CH:22]=[CH:21][CH:20]=1)[CH:6]1[CH2:5][CH:4]([C:9]([O:11][CH2:12][CH3:13])=[O:10])[CH:3]([CH2:1][CH3:2])[CH2:7]1)[C:27]1[CH:32]=[CH:31][CH:30]=[CH:29][CH:28]=1. The yield is 0.720. (2) The reactants are [N+](C1C=CC=CC=1S([N:13]1[CH2:18][CH2:17][N:16]2[N:19]=[C:20]([C:22]([O:24][CH2:25][CH3:26])=[O:23])[CH:21]=[C:15]2[CH2:14]1)(=O)=O)([O-])=O.C(=O)([O-])[O-].[Cs+].[Cs+].C1(S)C=CC=CC=1. The catalyst is C(#N)C. The product is [N:19]1[N:16]2[CH2:17][CH2:18][NH:13][CH2:14][C:15]2=[CH:21][C:20]=1[C:22]([O:24][CH2:25][CH3:26])=[O:23]. The yield is 0.840. (3) The reactants are [Br:1][C:2]1[CH:7]=[C:6]([NH2:8])[C:5]([NH2:9])=[C:4]([N+:10]([O-:12])=[O:11])[CH:3]=1.[CH3:13][C:14](=O)CC(=O)C. The catalyst is CCO.Cl. The product is [Br:1][C:2]1[CH:3]=[C:4]([N+:10]([O-:12])=[O:11])[C:5]2[N:9]=[C:13]([CH3:14])[NH:8][C:6]=2[CH:7]=1. The yield is 0.900. (4) The reactants are [NH3:1].[CH3:2][O:3][C:4]([C:6]1[CH:11]=[C:10](Cl)[N:9]=[C:8]([Cl:13])[N:7]=1)=[O:5]. The catalyst is CS(C)=O. The product is [CH3:2][O:3][C:4]([C:6]1[CH:11]=[C:10]([NH2:1])[N:9]=[C:8]([Cl:13])[N:7]=1)=[O:5]. The yield is 0.790.